This data is from Reaction yield outcomes from USPTO patents with 853,638 reactions. The task is: Predict the reaction yield, written as a fraction of the theoretical maximum amount of product (1.0 means a 100% yield; for example, 0.34 means a 34% yield). (1) The reactants are [CH3:1][C:2]1[CH:3]=[C:4]([CH2:10][C:11]([OH:13])=[O:12])[CH:5]=[CH:6][C:7]=1[O:8]C.B(Br)(Br)Br. The product is [OH:8][C:7]1[CH:6]=[CH:5][C:4]([CH2:10][C:11]([OH:13])=[O:12])=[CH:3][C:2]=1[CH3:1]. The catalyst is C(Cl)Cl. The yield is 0.750. (2) The reactants are [F:1][C:2]([F:23])([F:22])[C:3]1[C:11]2[CH2:10][CH2:9][CH2:8][CH2:7][C:6]=2[N:5]([C:12]2[CH:21]=[CH:20][C:15]([C:16]([O:18]C)=[O:17])=[CH:14][CH:13]=2)[N:4]=1.[OH-].[Na+].O. The catalyst is C(O)C. The product is [F:23][C:2]([F:1])([F:22])[C:3]1[C:11]2[CH2:10][CH2:9][CH2:8][CH2:7][C:6]=2[N:5]([C:12]2[CH:21]=[CH:20][C:15]([C:16]([OH:18])=[O:17])=[CH:14][CH:13]=2)[N:4]=1. The yield is 0.390.